Dataset: Full USPTO retrosynthesis dataset with 1.9M reactions from patents (1976-2016). Task: Predict the reactants needed to synthesize the given product. Given the product [CH3:1][C:2]1([CH3:14])[O:6][C:5](=[O:7])[N:4]([C:16]2[CH:25]=[CH:24][C:19]([C:20]([O:22][CH3:23])=[O:21])=[CH:18][CH:17]=2)[C@H:3]1[C:8]1[CH:9]=[CH:10][CH:11]=[CH:12][CH:13]=1, predict the reactants needed to synthesize it. The reactants are: [CH3:1][C:2]1([CH3:14])[O:6][C:5](=[O:7])[NH:4][C@H:3]1[C:8]1[CH:13]=[CH:12][CH:11]=[CH:10][CH:9]=1.I[C:16]1[CH:25]=[CH:24][C:19]([C:20]([O:22][CH3:23])=[O:21])=[CH:18][CH:17]=1.P([O-])([O-])([O-])=O.[K+].[K+].[K+].CNCCNC.